Dataset: NCI-60 drug combinations with 297,098 pairs across 59 cell lines. Task: Regression. Given two drug SMILES strings and cell line genomic features, predict the synergy score measuring deviation from expected non-interaction effect. (1) Drug 1: CN(C)C1=NC(=NC(=N1)N(C)C)N(C)C. Drug 2: CC1CCC2CC(C(=CC=CC=CC(CC(C(=O)C(C(C(=CC(C(=O)CC(OC(=O)C3CCCCN3C(=O)C(=O)C1(O2)O)C(C)CC4CCC(C(C4)OC)O)C)C)O)OC)C)C)C)OC. Cell line: K-562. Synergy scores: CSS=21.0, Synergy_ZIP=-1.68, Synergy_Bliss=-0.758, Synergy_Loewe=-29.2, Synergy_HSA=-4.03. (2) Drug 1: C1CC(CCC1OC2=C(C(=CC=C2)Cl)F)(CC3=NC(=CC=C3)NC4=NC=CS4)C(=O)O. Drug 2: COCCOC1=C(C=C2C(=C1)C(=NC=N2)NC3=CC=CC(=C3)C#C)OCCOC. Cell line: HT29. Synergy scores: CSS=35.0, Synergy_ZIP=0.189, Synergy_Bliss=5.81, Synergy_Loewe=3.50, Synergy_HSA=6.80.